Dataset: Catalyst prediction with 721,799 reactions and 888 catalyst types from USPTO. Task: Predict which catalyst facilitates the given reaction. (1) Reactant: Br[C:2]1[C:10]2[CH:9]=[C:8]([C:11]([F:14])([F:13])[F:12])[S:7][C:6]=2[C:5]([O:15][CH3:16])=[CH:4][CH:3]=1.C([Li])CCC.CN(C)[C:24](=[O:27])[CH2:25][CH3:26].[Cl-].[NH4+]. Product: [CH3:16][O:15][C:5]1[C:6]2[S:7][C:8]([C:11]([F:14])([F:13])[F:12])=[CH:9][C:10]=2[C:2]([C:24](=[O:27])[CH2:25][CH3:26])=[CH:3][CH:4]=1. The catalyst class is: 1. (2) Reactant: [OH-].[K+].[N+]([O-])(O)=O.[CH3:7][C:8]1[CH:9]=[C:10]([NH:14][C:15]([NH2:17])=[NH:16])[CH:11]=[CH:12][CH:13]=1.Br.Br[CH2:20][C:21]([C:23]1[CH:28]=[CH:27][N:26]=[CH:25][CH:24]=1)=O.CCN(CC)CC. Product: [CH3:7][C:8]1[CH:9]=[C:10]([NH:14][C:15]2[NH:17][CH:20]=[C:21]([C:23]3[CH:28]=[CH:27][N:26]=[CH:25][CH:24]=3)[N:16]=2)[CH:11]=[CH:12][CH:13]=1. The catalyst class is: 8. (3) Reactant: [CH:1]1([N:6]2[CH2:12][C:11]([F:14])([F:13])[C:10](=[O:15])[N:9]([CH3:16])[C:8]3[CH:17]=[N:18][C:19]([NH:21][C:22]4[CH:30]=[CH:29][C:25]([C:26]([OH:28])=O)=[CH:24][C:23]=4[O:31][CH3:32])=[N:20][C:7]2=3)[CH2:5][CH2:4][CH2:3][CH2:2]1.F[P-](F)(F)(F)(F)F.CN(C(N(C)C)=[N+]1C2C(=NC=CC=2)[N+]([O-])=N1)C.ClCCl.[C:60]([O:64][C:65]([N:67]1[CH2:72][CH2:71][N:70]([CH2:73][CH2:74][CH2:75][NH2:76])[CH2:69][CH2:68]1)=[O:66])([CH3:63])([CH3:62])[CH3:61]. Product: [C:60]([O:64][C:65]([N:67]1[CH2:68][CH2:69][N:70]([CH2:73][CH2:74][CH2:75][NH:76][C:26](=[O:28])[C:25]2[CH:29]=[CH:30][C:22]([NH:21][C:19]3[N:18]=[CH:17][C:8]4[N:9]([CH3:16])[C:10](=[O:15])[C:11]([F:13])([F:14])[CH2:12][N:6]([CH:1]5[CH2:2][CH2:3][CH2:4][CH2:5]5)[C:7]=4[N:20]=3)=[C:23]([O:31][CH3:32])[CH:24]=2)[CH2:71][CH2:72]1)=[O:66])([CH3:63])([CH3:62])[CH3:61]. The catalyst class is: 66. (4) Reactant: [NH2:1][CH2:2][CH:3](N)[CH3:4].ClCC(O[CH2:11][CH3:12])=O.C(=O)([O-])[O-].[K+].[K+].C(OC(OC(C)(C)C)=O)(O[C:22](C)([CH3:24])[CH3:23])=O.[C:34]([O:38][C:39]([N:41]1[CH2:46][C:45](=[O:47])[NH:44][CH:43]([CH3:48])[CH2:42]1)=[O:40])([CH3:37])([CH3:36])[CH3:35]. Product: [C:34]([O:38][C:39]([N:41]1[CH2:46][C:45](=[O:47])[N:44]([CH2:4][CH2:3][CH2:2][N:1]2[CH2:12][CH2:11][CH2:24][CH2:22][CH2:23]2)[CH:43]([CH3:48])[CH2:42]1)=[O:40])([CH3:37])([CH3:35])[CH3:36]. The catalyst class is: 8. (5) The catalyst class is: 1. Reactant: [Cl:1][C:2]1[CH:3]=[CH:4][C:5]([O:10][CH2:11][CH2:12][N:13]2[CH2:18][CH2:17][O:16][CH2:15][CH2:14]2)=[C:6]([CH:9]=1)[C:7]#[N:8].[H-].[Al+3].[Li+].[H-].[H-].[H-].[OH-].[Na+]. Product: [ClH:1].[Cl:1][C:2]1[CH:3]=[CH:4][C:5]([O:10][CH2:11][CH2:12][N:13]2[CH2:14][CH2:15][O:16][CH2:17][CH2:18]2)=[C:6]([CH:9]=1)[CH2:7][NH2:8]. (6) The catalyst class is: 7. Reactant: [Cl:1][C:2]1[CH:7]=[C:6]([O:8][C:9]2[C:10]3[CH:17]=[C:16]([C:18]4[CH:23]=[CH:22][C:21]([O:24][CH2:25][CH2:26][N:27]([CH2:30][CH3:31])[CH2:28][CH3:29])=[CH:20][CH:19]=4)[N:15](COCC[Si](C)(C)C)[C:11]=3[N:12]=[CH:13][N:14]=2)[CH:5]=[CH:4][C:3]=1[NH:40][C:41]([NH:43][CH:44]1[CH2:46][CH2:45]1)=[O:42].[F-].C([N+](CCCC)(CCCC)CCCC)CCC.O. Product: [Cl:1][C:2]1[CH:7]=[C:6]([O:8][C:9]2[C:10]3[CH:17]=[C:16]([C:18]4[CH:19]=[CH:20][C:21]([O:24][CH2:25][CH2:26][N:27]([CH2:28][CH3:29])[CH2:30][CH3:31])=[CH:22][CH:23]=4)[NH:15][C:11]=3[N:12]=[CH:13][N:14]=2)[CH:5]=[CH:4][C:3]=1[NH:40][C:41]([NH:43][CH:44]1[CH2:46][CH2:45]1)=[O:42].